Dataset: Full USPTO retrosynthesis dataset with 1.9M reactions from patents (1976-2016). Task: Predict the reactants needed to synthesize the given product. (1) The reactants are: [Cl:1][C:2]1[N:6]2[CH:7]=[C:8]([CH:15]3[CH2:17][CH2:16]3)[CH:9]=[C:10]([C:11]([F:14])([F:13])[F:12])[C:5]2=[N:4][C:3]=1[C:18]([N:20]1[CH2:25][CH2:24][C@@H:23]([N:26]2[C:30](=[O:31])[CH2:29][O:28][C:27]2=[O:32])[C@H:22]([O:33][Si](C(C)(C)C)(C)C)[CH2:21]1)=[O:19].C1COCC1.CCCC[N+](CCCC)(CCCC)CCCC.[F-]. Given the product [Cl:1][C:2]1[N:6]2[CH:7]=[C:8]([CH:15]3[CH2:16][CH2:17]3)[CH:9]=[C:10]([C:11]([F:13])([F:14])[F:12])[C:5]2=[N:4][C:3]=1[C:18]([N:20]1[CH2:25][CH2:24][C@@H:23]([N:26]2[C:30](=[O:31])[CH2:29][O:28][C:27]2=[O:32])[C@H:22]([OH:33])[CH2:21]1)=[O:19], predict the reactants needed to synthesize it. (2) Given the product [F:31][C:27]1[CH:26]=[C:25]([CH2:24][O:15][C:10]2[CH:11]=[CH:12][CH:13]=[CH:14][C:9]=2[B:4]2[O:3][C:2]([CH3:16])([CH3:1])[C:6]([CH3:7])([CH3:8])[O:5]2)[CH:30]=[CH:29][CH:28]=1, predict the reactants needed to synthesize it. The reactants are: [CH3:1][C:2]1([CH3:16])[C:6]([CH3:8])([CH3:7])[O:5][B:4]([C:9]2[CH:14]=[CH:13][CH:12]=[CH:11][C:10]=2[OH:15])[O:3]1.C([O-])([O-])=O.[Cs+].[Cs+].Br[CH2:24][C:25]1[CH:30]=[CH:29][CH:28]=[C:27]([F:31])[CH:26]=1. (3) Given the product [CH2:1]([CH:3]1[CH2:9][CH:8]([NH:26][S:24]([C:21]([CH3:23])([CH3:22])[CH3:20])=[O:25])[CH2:7][CH2:6][CH:5]([C:11]2[N:12]([CH3:19])[N:13]=[CH:14][C:15]=2[N+:16]([O-:18])=[O:17])[O:4]1)[CH3:2], predict the reactants needed to synthesize it. The reactants are: [CH2:1]([CH:3]1[CH2:9][C:8](=O)[CH2:7][CH2:6][CH:5]([C:11]2[N:12]([CH3:19])[N:13]=[CH:14][C:15]=2[N+:16]([O-:18])=[O:17])[O:4]1)[CH3:2].[CH3:20][C:21]([S@:24]([NH2:26])=[O:25])([CH3:23])[CH3:22].[BH4-].[Na+]. (4) Given the product [CH2:1]([N:3]([CH2:31][C:32]1[CH:33]=[CH:34][C:35]([O:38][CH2:41][CH2:42][N:44]([CH3:52])[CH2:45][CH:46]2[CH2:51][CH2:50][O:49][CH2:48][CH2:47]2)=[CH:36][CH:37]=1)[C:4]1[CH:9]=[C:8]([O:10][CH3:11])[C:7]([O:12][CH3:13])=[CH:6][C:5]=1[C@@H:14]1[CH2:23][CH2:22][C:21]2[CH:20]=[C:19]([OH:24])[CH:18]=[CH:17][C:16]=2[CH2:15]1)[CH3:2], predict the reactants needed to synthesize it. The reactants are: [CH2:1]([N:3]([C:31](=O)[C:32]1[CH:37]=[CH:36][C:35]([OH:38])=[CH:34][CH:33]=1)[C:4]1[CH:9]=[C:8]([O:10][CH3:11])[C:7]([O:12][CH3:13])=[CH:6][C:5]=1[C@@H:14]1[CH2:23][CH2:22][C:21]2[CH:20]=[C:19]([O:24]C(=O)C(C)(C)C)[CH:18]=[CH:17][C:16]=2[CH2:15]1)[CH3:2].Cl[CH2:41][C:42]([N:44]([CH3:52])[CH2:45][CH:46]1[CH2:51][CH2:50][O:49][CH2:48][CH2:47]1)=O. (5) Given the product [C:25]12([CH2:35][O:36][C:37]3[C:45]([Cl:46])=[CH:44][C:40]([C:41]([NH:55][S:52]([CH3:51])(=[O:54])=[O:53])=[O:42])=[CH:39][C:38]=3[Cl:47])[CH2:34][CH:29]3[CH2:30][CH:31]([CH2:33][CH:27]([CH2:28]3)[CH2:26]1)[CH2:32]2, predict the reactants needed to synthesize it. The reactants are: C12(COC3C(C4CC4)=CC(C(O)=O)=CN=3)CC3CC(CC(C3)C1)C2.[C:25]12([CH2:35][O:36][C:37]3[C:45]([Cl:46])=[CH:44][C:40]([C:41](O)=[O:42])=[CH:39][C:38]=3[Cl:47])[CH2:34][CH:29]3[CH2:30][CH:31]([CH2:33][CH:27]([CH2:28]3)[CH2:26]1)[CH2:32]2.COC[CH2:51][S:52]([NH2:55])(=[O:54])=[O:53].CS(N)(=O)=O. (6) Given the product [NH2:1][C:2]1[C:11]2[N:10]=[CH:9][C:8]([CH2:12][CH2:13][C:14]3[CH:19]=[CH:18][C:17]([CH:20]([NH:32][CH2:31][CH2:30][N:29]([CH3:33])[CH3:28])[CH3:21])=[CH:16][CH:15]=3)=[CH:7][C:6]=2[C:5]2[CH:23]=[CH:24][C:25]([CH3:27])=[CH:26][C:4]=2[N:3]=1, predict the reactants needed to synthesize it. The reactants are: [NH2:1][C:2]1[C:11]2[N:10]=[CH:9][C:8]([CH2:12][CH2:13][C:14]3[CH:19]=[CH:18][C:17]([C:20](=O)[CH3:21])=[CH:16][CH:15]=3)=[CH:7][C:6]=2[C:5]2[CH:23]=[CH:24][C:25]([CH3:27])=[CH:26][C:4]=2[N:3]=1.[CH3:28][N:29]([CH3:33])[CH2:30][CH2:31][NH2:32].C(O)(C(F)(F)F)=O. (7) Given the product [Cl:6][CH2:1][C:2]([C:22]1[CH:21]=[C:20]([CH:19]([O:29][CH:30]2[CH2:35][CH2:34][CH2:33][CH2:32][O:31]2)[C:16]2[CH:15]=[CH:14][C:13]([CH2:12][O:11][C:10]3[CH:36]=[CH:37][C:38]([C:39](=[O:42])[CH2:40][CH3:41])=[C:8]([OH:7])[C:9]=3[CH3:43])=[CH:18][CH:17]=2)[CH:28]=[CH:27][CH:26]=1)=[O:3], predict the reactants needed to synthesize it. The reactants are: [C:1]([Cl:6])(=O)[C:2](Cl)=[O:3].[OH:7][C:8]1[C:9]([CH3:43])=[C:10]([CH:36]=[CH:37][C:38]=1[C:39](=[O:42])[CH2:40][CH3:41])[O:11][CH2:12][C:13]1[CH:18]=[CH:17][C:16]([CH:19]([O:29][CH:30]2[CH2:35][CH2:34][CH2:33][CH2:32][O:31]2)[C:20]2[CH:21]=[C:22]([CH:26]=[CH:27][CH:28]=2)C(O)=O)=[CH:15][CH:14]=1.[N+](=C)=[N-]. (8) Given the product [CH3:14][O:15][C:16]1[C:21]([O:22][CH3:23])=[CH:20][CH:19]=[CH:18][C:17]=1[CH2:24][CH2:25][C:26]1[S:38][C:10]([C:8]2[CH:7]=[CH:6][C:5]3[NH:1][CH:2]=[N:3][C:4]=3[CH:9]=2)=[N:12][N:13]=1, predict the reactants needed to synthesize it. The reactants are: [N:1]1[C:5]2[CH:6]=[CH:7][C:8]([C:10]([NH:12][NH2:13])=O)=[CH:9][C:4]=2[NH:3][CH:2]=1.[CH3:14][O:15][C:16]1[C:21]([O:22][CH3:23])=[CH:20][CH:19]=[CH:18][C:17]=1[CH2:24][CH2:25][C:26](Cl)=O.COC1C=CC(P2(SP(C3C=CC(OC)=CC=3)(=S)S2)=[S:38])=CC=1.